From a dataset of Full USPTO retrosynthesis dataset with 1.9M reactions from patents (1976-2016). Predict the reactants needed to synthesize the given product. (1) Given the product [CH3:22][O:23][C:24]([CH:26]1[CH2:30][C:29](=[CH2:2])[CH2:28][N:27]1[C:32]([O:34][C:35]([CH3:38])([CH3:37])[CH3:36])=[O:33])=[O:25], predict the reactants needed to synthesize it. The reactants are: [I-].[CH3:2][P+](C1C=CC=CC=1)(C1C=CC=CC=1)C1C=CC=CC=1.[CH3:22][O:23][C:24]([CH:26]1[CH2:30][C:29](=O)[CH2:28][N:27]1[C:32]([O:34][C:35]([CH3:38])([CH3:37])[CH3:36])=[O:33])=[O:25].CC(C)([O-])C.[K+].O. (2) The reactants are: [Cl:1][C:2]1[CH:9]=[C:6]([CH:7]=[O:8])[C:5]([OH:10])=[CH:4][CH:3]=1.[CH2:11](Br)[C:12]1[CH:17]=[CH:16][CH:15]=[CH:14][CH:13]=1.C([O-])([O-])=O.[K+].[K+].CCOCC. Given the product [CH2:11]([O:10][C:5]1[CH:4]=[CH:3][C:2]([Cl:1])=[CH:9][C:6]=1[CH:7]=[O:8])[C:12]1[CH:17]=[CH:16][CH:15]=[CH:14][CH:13]=1, predict the reactants needed to synthesize it. (3) The reactants are: [F:1][C:2]1[CH:7]=[CH:6][CH:5]=[CH:4][C:3]=1[N:8]1[CH:12]=[CH:11][CH:10]=[CH:9]1.[Cl-].[CH3:14][O:15][C:16]1[CH:28]=[CH:27][CH:26]=[CH:25][C:17]=1[CH:18]=[N+:19]1[CH2:24][CH2:23][O:22][CH2:21][CH2:20]1. Given the product [F:1][C:2]1[CH:7]=[CH:6][CH:5]=[CH:4][C:3]=1[N:8]1[CH:12]=[CH:11][CH:10]=[C:9]1[CH:18]([C:17]1[CH:25]=[CH:26][CH:27]=[CH:28][C:16]=1[O:15][CH3:14])[N:19]1[CH2:24][CH2:23][O:22][CH2:21][CH2:20]1, predict the reactants needed to synthesize it. (4) Given the product [Cl:20][C:17]1[CH:18]=[CH:19][C:14]([O:13][C:10]2[CH:11]=[CH:12][C:7]([OH:6])=[CH:8][CH:9]=2)=[CH:15][CH:16]=1, predict the reactants needed to synthesize it. The reactants are: B(Br)(Br)Br.C[O:6][C:7]1[CH:12]=[CH:11][C:10]([O:13][C:14]2[CH:19]=[CH:18][C:17]([Cl:20])=[CH:16][CH:15]=2)=[CH:9][CH:8]=1.